Task: Predict the reaction yield, written as a fraction of the theoretical maximum amount of product (1.0 means a 100% yield; for example, 0.34 means a 34% yield).. Dataset: Reaction yield outcomes from USPTO patents with 853,638 reactions The reactants are Br[C:2]1[CH:10]=[CH:9][C:8]2[NH:7][C:6]3[CH2:11][CH2:12][N:13]([C:15]4[N:20]=[CH:19][C:18]([C:21]([O:23][CH3:24])=[O:22])=[CH:17][N:16]=4)[CH2:14][C:5]=3[C:4]=2[CH:3]=1.C([O-])([O-])=O.[Cs+].[Cs+].[CH:31]([C:33]1[O:37][C:36](B(O)O)=[CH:35][CH:34]=1)=[O:32]. The catalyst is C1COCC1.C1C=CC([P]([Pd]([P](C2C=CC=CC=2)(C2C=CC=CC=2)C2C=CC=CC=2)([P](C2C=CC=CC=2)(C2C=CC=CC=2)C2C=CC=CC=2)[P](C2C=CC=CC=2)(C2C=CC=CC=2)C2C=CC=CC=2)(C2C=CC=CC=2)C2C=CC=CC=2)=CC=1. The product is [CH3:24][O:23][C:21]([C:18]1[CH:19]=[N:20][C:15]([N:13]2[CH2:12][CH2:11][C:6]3[NH:7][C:8]4[CH:9]=[CH:10][C:2]([C:36]5[O:37][C:33]([CH:31]=[O:32])=[CH:34][CH:35]=5)=[CH:3][C:4]=4[C:5]=3[CH2:14]2)=[N:16][CH:17]=1)=[O:22]. The yield is 0.462.